Dataset: Catalyst prediction with 721,799 reactions and 888 catalyst types from USPTO. Task: Predict which catalyst facilitates the given reaction. (1) Reactant: C(NC(C)C)(C)C.[Li+].CCC[CH2-].[Cl:13][C:14]1[CH:19]=[CH:18][N:17]=[CH:16][CH:15]=1.CN([CH:23]=[O:24])C. Product: [Cl:13][C:14]1[C:19]([CH:23]=[O:24])=[CH:18][N:17]=[CH:16][CH:15]=1. The catalyst class is: 1. (2) Reactant: C(O[C:4](=[O:15])[C:5]([N:10]1[CH:14]=[CH:13][N:12]=[CH:11]1)=[CH:6][N:7](C)C)C.[NH:16]([C:18]1[CH:23]=[C:22]([CH3:24])[CH:21]=[CH:20][N:19]=1)N.C12(CS(O)(=O)=O)C(C)(C)C(CC1)CC2=O. Product: [N:10]1([C:5]2[C:4](=[O:15])[N:16]([C:18]3[CH:23]=[C:22]([CH3:24])[CH:21]=[CH:20][N:19]=3)[NH:7][CH:6]=2)[CH:14]=[CH:13][N:12]=[CH:11]1. The catalyst class is: 8.